From a dataset of Experimentally validated miRNA-target interactions with 360,000+ pairs, plus equal number of negative samples. Binary Classification. Given a miRNA mature sequence and a target amino acid sequence, predict their likelihood of interaction. (1) The miRNA is hsa-miR-6752-5p with sequence GGGGGGUGUGGAGCCAGGGGGC. The protein sequence of the target gene is MEKLRRVLSGQDDEEQGLTAQVLDASSLSFNTRLKWFAICFVCGVFFSILGTGLLWLPGGIKLFAVFYTLGNLAALASTCFLMGPVKQLKKMFEATRLLATIVMLLCFIFTLCAALWWHKKGLAVLFCILQFLSMTWYSLSYIPYARDAVIKCCSSLLS. Result: 0 (no interaction). (2) The miRNA is hsa-miR-4711-3p with sequence CGUGUCUUCUGGCUUGAU. The protein sequence of the target gene is MVMSQGTYTFLTCFAGFWLIWGLIVLLCCFCSFLRRRLKRRQEERLREQNLRALELEPLELEGSLAGSPPGLAPPQPPPHRSRLEAPAHAHSHPHVHVHPLLHHGPAQPHAHAHPHPHHHALPHPPPTHLSVPPRPWSYPRQAESDMSKPPCYEEAVLMAEPPPPYSEVLTDTRGLYRKIVTPFLSRRDSAEKQEQPPPSYKPLFLDRGYTSALHLPSAPRPAPPCPALCLQADRGRRVFPSWTDSELSSREPLEHGAWRLPVSIPLFGRTTAV. Result: 0 (no interaction).